Predict the reaction yield, written as a fraction of the theoretical maximum amount of product (1.0 means a 100% yield; for example, 0.34 means a 34% yield). From a dataset of Reaction yield outcomes from USPTO patents with 853,638 reactions. (1) The reactants are [NH:1]1[CH:5]=[CH:4][CH:3]=[C:2]1[C:6]([OH:8])=O.[NH2:9][C:10]1[CH:15]=[CH:14][CH:13]=[CH:12][CH:11]=1. No catalyst specified. The product is [C:10]1([NH:9][C:6]([C:2]2[NH:1][CH:5]=[CH:4][CH:3]=2)=[O:8])[CH:15]=[CH:14][CH:13]=[CH:12][CH:11]=1. The yield is 0.780. (2) The product is [CH2:1]([N:8]1[CH:16]=[C:15]2[C:10]([CH:11]=[C:12]([C:17]3[CH:18]=[C:19]([CH:27]4[CH2:32][CH2:31][N:30]([C:36](=[O:37])[CH2:35][N:34]([CH3:39])[CH3:33])[CH2:29][CH2:28]4)[N:20]4[C:25]=3[C:24]([NH2:26])=[N:23][CH:22]=[N:21]4)[CH:13]=[CH:14]2)=[N:9]1)[C:2]1[CH:3]=[CH:4][CH:5]=[CH:6][CH:7]=1. The reactants are [CH2:1]([N:8]1[CH:16]=[C:15]2[C:10]([CH:11]=[C:12]([C:17]3[CH:18]=[C:19]([CH:27]4[CH2:32][CH2:31][NH:30][CH2:29][CH2:28]4)[N:20]4[C:25]=3[C:24]([NH2:26])=[N:23][CH:22]=[N:21]4)[CH:13]=[CH:14]2)=[N:9]1)[C:2]1[CH:7]=[CH:6][CH:5]=[CH:4][CH:3]=1.[CH3:33][N:34]([CH3:39])[CH2:35][C:36](O)=[O:37].CCN=C=NCCCN(C)C.Cl.C1C=CC2N(O)N=NC=2C=1.C(N(CC)C(C)C)(C)C. The catalyst is CN(C=O)C. The yield is 0.240. (3) The catalyst is C(O)(C(F)(F)F)=O.CN(C1C=CN=CC=1)C.CN(C=O)C. The product is [CH:69]1[CH:74]=[CH:73][C:72]2[NH:75][CH:76]=[C:77]([CH2:78][CH2:79][CH2:80][C:81]([OH:83])=[O:82])[C:71]=2[CH:70]=1.[CH3:99][C:100]1[C@@H:117]([O:118][C:119]([C@H:121]([OH:138])[C@@H:122]([NH:129][C:130]([C:132]2[CH:137]=[CH:136][CH:135]=[CH:134][CH:133]=2)=[O:131])[C:123]2[CH:124]=[CH:125][CH:126]=[CH:127][CH:128]=2)=[O:120])[CH2:116][C@:9]2([OH:58])[C:113]([CH3:112])([CH3:114])[C:101]=1[C@@H:102]([O:157][C:158]([CH3:160])=[O:159])[C:103]([C@@:105]1([CH3:110])[C@H:10]([C@@H:7]2[O:6][C:5]([C:4]2[CH:16]=[CH:17][CH:12]=[CH:2][CH:3]=2)=[O:11])[C@:109]2([O:151][C:152]([CH3:154])=[O:153])[CH2:149][O:150][C@@H:108]2[CH2:107][C@@H:106]1[OH:155])=[O:104]. The yield is 0.500. The reactants are N[C@H:2]([C:12](O)=O)[CH2:3][CH2:4][C:5](=[O:11])[O:6][C:7]([CH3:10])([CH3:9])C.N[C@H:16](C(O)=O)[CH2:17]CCNC(=N)NS(C1C(C)=C2C(OC(C2)(C)C)=C(C)C=1C)(=O)=O.N[C@H](C(O)=O)CCCCNC(=C1C(=O)CC(C)(C)CC1=[O:58])CC(C)C.[CH:69]1[CH:74]=[CH:73][C:72]2[NH:75][CH:76]=[C:77]([CH2:78][CH2:79][CH2:80][C:81]([OH:83])=[O:82])[C:71]=2[CH:70]=1.C1CCC(N=C=NC2CCCCC2)CC1.[CH3:99][C:100]1[C@@H:117]([O:118][C:119]([C@H:121]([OH:138])[C@@H:122]([NH:129][C:130]([C:132]2[CH:133]=[CH:134][CH:135]=[CH:136][CH:137]=2)=[O:131])[C:123]2[CH:124]=[CH:125][CH:126]=[CH:127][CH:128]=2)=[O:120])[CH2:116][C@:112]2(O)[C:113](C)([CH3:114])[C:101]=1[C@@H:102]([O:157][C:158]([CH3:160])=[O:159])[C:103]([C@@:105]1(C)[C@H:110]([C@@H]2OC(C2C=CC=CC=2)=O)[C@:109]2([O:151][C:152]([CH3:154])=[O:153])[CH2:149][O:150][C@@H:108]2[CH2:107][C@@H:106]1[OH:155])=[O:104]. (4) The reactants are C(N(CC)CC)C.[CH3:8][C@@:9]12[C:15]([CH3:17])([CH3:16])[C@@H:12]([CH2:13][CH2:14]1)[CH:11]([C:18](Cl)=[O:19])[C:10]2=O.C(O[C:27]([N:29](C)[NH:30][C:31]1[CH:36]=[C:35]([Cl:37])[CH:34]=[CH:33][C:32]=1[Cl:38])=O)(C)(C)C.Cl.O1CCOCC1. The catalyst is ClCCCl. The product is [Cl:38][C:32]1[CH:33]=[CH:34][C:35]([Cl:37])=[CH:36][C:31]=1[N:30]1[C:18](=[O:19])[C:11]2[C@H:12]3[C:15]([CH3:17])([CH3:16])[C@:9]([CH3:8])([CH2:14][CH2:13]3)[C:10]=2[N:29]1[CH3:27]. The yield is 0.370. (5) The reactants are S(Cl)(Cl)=O.[OH:5][CH2:6][CH2:7][CH2:8][S:9][C:10]1[N:11]([CH3:15])[CH:12]=[CH:13][N:14]=1.[Cl:16][C:17]1[CH:36]=[CH:35][C:20]([NH:21][C:22]2[C:31]3[C:26](=[CH:27][C:28](O)=[C:29](OC)[CH:30]=3)[N:25]=[CH:24][N:23]=2)=[C:19]([F:37])[CH:18]=1.[C:38](=O)([O-])[O-:39].[K+].[K+]. The catalyst is ClC(Cl)Cl.CN1C(=O)CCC1.O. The product is [Cl:16][C:17]1[CH:36]=[CH:35][C:20]([NH:21][C:22]2[C:31]3[C:26](=[CH:27][C:28]([O:5][CH2:6][CH2:7][CH2:8][S:9][C:10]4[N:11]([CH3:15])[CH:12]=[CH:13][N:14]=4)=[CH:29][CH:30]=3)[N:25]=[C:24]([O:39][CH3:38])[N:23]=2)=[C:19]([F:37])[CH:18]=1. The yield is 0.0600. (6) The reactants are O.[OH-].[Li+].[F:4][C:5]([F:35])([F:34])[C:6]1[N:10]2[N:11]=[C:12]([N:15]3[CH2:20][CH2:19][CH:18]([C:21]4[CH:33]=[CH:32][C:24]([O:25][CH2:26][C:27]([O:29]CC)=[O:28])=[CH:23][CH:22]=4)[CH2:17][CH2:16]3)[CH2:13][CH2:14][C:9]2=[N:8][N:7]=1.O.CO. The catalyst is C1COCC1. The product is [F:35][C:5]([F:4])([F:34])[C:6]1[N:10]2[N:11]=[C:12]([N:15]3[CH2:20][CH2:19][CH:18]([C:21]4[CH:33]=[CH:32][C:24]([O:25][CH2:26][C:27]([OH:29])=[O:28])=[CH:23][CH:22]=4)[CH2:17][CH2:16]3)[CH2:13][CH2:14][C:9]2=[N:8][N:7]=1. The yield is 0.748. (7) The reactants are [CH2:1]([CH:8]([C:12](=[O:14])[CH3:13])[C:9](=[O:11])[CH3:10])[C:2]1[CH:7]=[CH:6][CH:5]=[CH:4][CH:3]=1.[CH:15](=O)[C:16]1[CH:21]=[CH:20][CH:19]=[CH:18][CH:17]=1.B(OCCCC)(OCCCC)O[CH2:25][CH2:26][CH2:27]C.[CH2:39](N)[CH2:40][CH2:41][CH3:42].Cl. The catalyst is C(OCC)(=O)C. The product is [CH2:1]([CH:8]([C:9](=[O:11])[CH:10]=[CH:42][C:41]1[CH:27]=[CH:26][CH:25]=[CH:39][CH:40]=1)[C:12](=[O:14])[CH:13]=[CH:15][C:16]1[CH:21]=[CH:20][CH:19]=[CH:18][CH:17]=1)[C:2]1[CH:7]=[CH:6][CH:5]=[CH:4][CH:3]=1. The yield is 0.630. (8) The reactants are [Br:1][C:2]1[CH:3]=[CH:4][C:5]([C:14]2[CH:26]=[CH:25][C:24]3[C:23]4C(=[CH:19][CH:20]=[CH:21][CH:22]=4)C(C)(C)[C:16]=3[CH:15]=2)=[C:6]([C:8]2[CH:13]=[CH:12][CH:11]=[CH:10][CH:9]=2)[CH:7]=1. The catalyst is ClCCl.[Fe](Cl)(Cl)Cl. The product is [Br:1][C:2]1[CH:3]=[CH:4][C:5]2[C:14]3[C:26]([C:13]4[CH:12]=[CH:11][CH:10]=[CH:9][C:8]=4[C:6]=2[CH:7]=1)=[CH:25][C:24]1=[CH:23][C:22]2[C:4]([C:5]([CH3:14])([CH3:6])[CH:19]=[CH:20][CH:21]=2)=[C:16]1[CH:15]=3. The yield is 0.586. (9) The yield is 0.660. The product is [CH3:31][O:30][C:19]1[C:18]2[N:17]=[C:16]([NH2:15])[N:25]3[CH2:26][CH2:27][N:28]=[C:24]3[C:23]=2[CH:22]=[CH:21][C:20]=1[O:29][CH2:43][C:40]1([CH2:39][CH3:2])[CH2:42][O:41]1. The catalyst is CN(C=O)C. The reactants are F[C:2](F)(F)C(O)=O.FC(F)(F)C(O)=O.[NH2:15][C:16]1[N:25]2[CH2:26][CH2:27][N:28]=[C:24]2[C:23]2[CH:22]=[CH:21][C:20]([OH:29])=[C:19]([O:30][CH3:31])[C:18]=2[N:17]=1.C(=O)([O-])[O-].[Cs+].[Cs+].Cl[CH2:39][C:40]1([CH3:43])[CH2:42][O:41]1.